From a dataset of Full USPTO retrosynthesis dataset with 1.9M reactions from patents (1976-2016). Predict the reactants needed to synthesize the given product. (1) Given the product [C:1]([C:4]12[CH2:11][CH:10]3[CH2:9][CH:8]([CH2:7][C:6]([C:14]([O:19][C:21](=[O:20])[CH:22]=[CH2:23])([CH3:18])[CH:15]([CH3:16])[CH3:17])([CH2:12]3)[CH2:5]1)[CH2:13]2)([OH:3])=[O:2], predict the reactants needed to synthesize it. The reactants are: [C:1]([C:4]12[CH2:13][CH:8]3[CH2:9][CH:10]([CH2:12][C:6]([C:14]([OH:19])([CH3:18])[CH:15]([CH3:17])[CH3:16])([CH2:7]3)[CH2:5]1)[CH2:11]2)([OH:3])=[O:2].[OH:20][C:21](C12CC3CC(CC(C3)C1)C2)(C)[CH:22](C)[CH3:23]. (2) Given the product [F:1][C:2]1[CH:7]=[C:6]([F:8])[C:5]([C:9]2[CH:10]=[N:11][CH:12]=[N:13][CH:14]=2)=[CH:4][C:3]=1[C@@:15]([NH:27][S@@:28]([C:30]([CH3:33])([CH3:32])[CH3:31])=[O:29])([CH2:17][C@H:18]([C:20]1[N:21]=[C:22]([CH3:26])[O:23][C:24]=1[CH3:25])[OH:19])[CH3:16], predict the reactants needed to synthesize it. The reactants are: [F:1][C:2]1[CH:7]=[C:6]([F:8])[C:5]([C:9]2[CH:10]=[N:11][CH:12]=[N:13][CH:14]=2)=[CH:4][C:3]=1[C@@:15]([NH:27][S@@:28]([C:30]([CH3:33])([CH3:32])[CH3:31])=[O:29])([CH2:17][C:18]([C:20]1[N:21]=[C:22]([CH3:26])[O:23][C:24]=1[CH3:25])=[O:19])[CH3:16].[H-].C(O[Al](OC(C)(C)C)OC(C)(C)C)(C)(C)C.[Li+].O.O.O.O.O.O.O.O.O.O.S([O-])([O-])(=O)=O.[Na+].[Na+].S([O-])([O-])(=O)=O.[Na+].[Na+]. (3) Given the product [Cl:1][C:2]1[C:3]([C:14]([O:16][CH2:17][CH3:18])=[O:15])=[C:4]([CH3:13])[N:5]([S:27]([C:21]2[CH:26]=[CH:25][CH:24]=[CH:23][CH:22]=2)(=[O:29])=[O:28])[C:6]=1[C:7]1[CH:12]=[CH:11][CH:10]=[CH:9][CH:8]=1, predict the reactants needed to synthesize it. The reactants are: [Cl:1][C:2]1[C:3]([C:14]([O:16][CH2:17][CH3:18])=[O:15])=[C:4]([CH3:13])[NH:5][C:6]=1[C:7]1[CH:12]=[CH:11][CH:10]=[CH:9][CH:8]=1.[H-].[Na+].[C:21]1([S:27](Cl)(=[O:29])=[O:28])[CH:26]=[CH:25][CH:24]=[CH:23][CH:22]=1. (4) Given the product [CH2:21]([O:23][C:24]([C:26]1([C:29]2[CH:34]=[CH:33][C:32]([C:2]3[CH:7]=[CH:6][C:5]([C:8]4[O:12][N:11]=[C:10]([CH3:13])[C:9]=4[CH:14]([OH:20])[C:15]([CH3:19])([CH3:18])[CH:16]=[CH2:17])=[CH:4][CH:3]=3)=[CH:31][CH:30]=2)[CH2:27][CH2:28]1)=[O:25])[CH3:22], predict the reactants needed to synthesize it. The reactants are: Br[C:2]1[CH:7]=[CH:6][C:5]([C:8]2[O:12][N:11]=[C:10]([CH3:13])[C:9]=2[CH:14]([OH:20])[C:15]([CH3:19])([CH3:18])[CH:16]=[CH2:17])=[CH:4][CH:3]=1.[CH2:21]([O:23][C:24]([C:26]1([C:29]2[CH:34]=[CH:33][C:32](B3OC(C)(C)C(C)(C)O3)=[CH:31][CH:30]=2)[CH2:28][CH2:27]1)=[O:25])[CH3:22]. (5) The reactants are: [CH2:1]([N:3]1[C:7]2[CH:8]=[CH:9][C:10]([C:12](=O)[CH3:13])=[CH:11][C:6]=2[N:5]=[C:4]1[CH2:15][C:16]1[N:17]([C:21]2[CH:26]=[CH:25][CH:24]=[C:23]([F:27])[CH:22]=2)[N:18]=[CH:19][CH:20]=1)[CH3:2].Cl.[O:29]([NH2:31])[CH3:30].C([O-])(=O)C.[Na+]. Given the product [CH2:1]([N:3]1[C:7]2[CH:8]=[CH:9][C:10]([C:12](=[N:31][O:29][CH3:30])[CH3:13])=[CH:11][C:6]=2[N:5]=[C:4]1[CH2:15][C:16]1[N:17]([C:21]2[CH:26]=[CH:25][CH:24]=[C:23]([F:27])[CH:22]=2)[N:18]=[CH:19][CH:20]=1)[CH3:2], predict the reactants needed to synthesize it. (6) The reactants are: CC1(C)[O:6][CH:5]([CH2:7][CH2:8][NH:9][C:10]([CH:12]2[CH:16]([C:17]3[CH:22]=[CH:21][CH:20]=[C:19]([Cl:23])[C:18]=3[F:24])[C:15]([C:27]3[CH:32]=[CH:31][C:30]([Cl:33])=[CH:29][C:28]=3[F:34])([C:25]#[N:26])[CH:14]([CH3:35])[NH:13]2)=[O:11])[CH2:4][O:3]1.[CH2:37]([O:39][C:40]1[CH:41]=[C:42]([CH:46]=[CH:47][CH:48]=1)[C:43](Cl)=[O:44])[CH3:38].C(N(CC)CC)C.Cl. Given the product [OH:6][CH:5]([CH2:4][OH:3])[CH2:7][CH2:8][NH:9][C:10]([CH:12]1[CH:16]([C:17]2[CH:22]=[CH:21][CH:20]=[C:19]([Cl:23])[C:18]=2[F:24])[C:15]([C:27]2[CH:32]=[CH:31][C:30]([Cl:33])=[CH:29][C:28]=2[F:34])([C:25]#[N:26])[CH:14]([CH3:35])[N:13]1[C:43](=[O:44])[C:42]1[CH:46]=[CH:47][CH:48]=[C:40]([O:39][CH2:37][CH3:38])[CH:41]=1)=[O:11], predict the reactants needed to synthesize it. (7) Given the product [Cl:35][CH:36]([CH3:40])[C:37]([NH:1][C:2]1[CH:3]=[C:4]([CH:21]=[CH:22][C:23]=1[O:24][C:25]([F:27])([F:28])[F:26])[C:5]([NH:7][C:8]1[CH:9]=[N:10][C:11]([C:14]2[CH:19]=[CH:18][CH:17]=[CH:16][C:15]=2[F:20])=[CH:12][CH:13]=1)=[O:6])=[O:38], predict the reactants needed to synthesize it. The reactants are: [NH2:1][C:2]1[CH:3]=[C:4]([CH:21]=[CH:22][C:23]=1[O:24][C:25]([F:28])([F:27])[F:26])[C:5]([NH:7][C:8]1[CH:9]=[N:10][C:11]([C:14]2[CH:19]=[CH:18][CH:17]=[CH:16][C:15]=2[F:20])=[CH:12][CH:13]=1)=[O:6].N1C=CC=CC=1.[Cl:35][CH:36]([CH3:40])[C:37](Cl)=[O:38]. (8) Given the product [Br:13][C:9]1[N:8]([C:14]2[CH:19]=[CH:18][CH:17]=[CH:16][CH:15]=2)[N:7]=[C:6]([C:4]([O:3][CH2:1][CH3:2])=[O:5])[C:10]=1[CH2:11][Br:21], predict the reactants needed to synthesize it. The reactants are: [CH2:1]([O:3][C:4]([C:6]1[C:10]([CH2:11]O)=[C:9]([Br:13])[N:8]([C:14]2[CH:19]=[CH:18][CH:17]=[CH:16][CH:15]=2)[N:7]=1)=[O:5])[CH3:2].P(Br)(Br)[Br:21].